This data is from Full USPTO retrosynthesis dataset with 1.9M reactions from patents (1976-2016). The task is: Predict the reactants needed to synthesize the given product. (1) Given the product [OH:15][C:4]1[CH:5]=[N:6][C:7]2[C:12]([C:3]=1[CH:2]=[O:1])=[CH:11][C:10]([O:13][CH3:14])=[CH:9][CH:8]=2, predict the reactants needed to synthesize it. The reactants are: [OH:1][CH2:2][C:3]1[C:12]2[C:7](=[CH:8][CH:9]=[C:10]([O:13][CH3:14])[CH:11]=2)[N:6]=[CH:5][C:4]=1[OH:15].CCCCCC. (2) Given the product [C:1]([C:4]1[C:12]2[C:7](=[CH:8][CH:9]=[C:10]([O:13][CH2:14][C:15]3[N:16]=[CH:17][S:30][CH:29]=3)[CH:11]=2)[N:6]([CH2:21][C:22]([OH:24])=[O:23])[N:5]=1)(=[O:3])[CH3:2], predict the reactants needed to synthesize it. The reactants are: [C:1]([C:4]1[C:12]2[C:7](=[CH:8][CH:9]=[C:10]([O:13][CH2:14][C:15]3N=CC=[CH:17][N:16]=3)[CH:11]=2)[N:6]([CH2:21][C:22]([OH:24])=[O:23])[N:5]=1)(=[O:3])[CH3:2].ClCC1N=[CH:29][S:30]C=1.ClCC1N=CC=CN=1. (3) The reactants are: [CH2:1]([N:8]1[CH:12]=[C:11]([CH2:13][CH2:14][CH2:15][CH2:16][OH:17])[N:10]=[N:9]1)[C:2]1[CH:7]=[CH:6][CH:5]=[CH:4][CH:3]=1.CC(OI1(OC(C)=O)(OC(C)=O)OC(=O)C2C1=CC=CC=2)=O. Given the product [CH2:1]([N:8]1[CH:12]=[C:11]([CH2:13][CH2:14][CH2:15][CH:16]=[O:17])[N:10]=[N:9]1)[C:2]1[CH:7]=[CH:6][CH:5]=[CH:4][CH:3]=1, predict the reactants needed to synthesize it. (4) Given the product [CH:1]1([CH2:4][C:5]([C:9]2[CH:10]=[N:11][C:12]([CH:15]([F:16])[F:17])=[N:13][CH:14]=2)([CH3:8])[CH2:6][NH2:7])[CH2:3][CH2:2]1, predict the reactants needed to synthesize it. The reactants are: [CH:1]1([CH2:4][C:5]([C:9]2[CH:10]=[N:11][C:12]([CH:15]([F:17])[F:16])=[N:13][CH:14]=2)([CH3:8])[C:6]#[N:7])[CH2:3][CH2:2]1.N.O.OCC1(OC[C@@H](O)[C@@H](O)[C@H]1O)O. (5) Given the product [NH2:8][C:9]([CH3:48])([CH3:47])[CH2:10][O:11][C:12]1[CH:13]=[CH:14][C:15]([CH2:16][CH2:17][CH2:18][NH:19][C:20]2[CH:25]=[C:24]([O:26][CH3:27])[CH:23]=[CH:22][C:21]=2[CH:28]2[CH2:37][CH2:36][C:35]3[CH:34]=[C:33]([O:38][C:39](=[O:44])[C:40]([CH3:41])([CH3:42])[CH3:43])[CH:32]=[CH:31][C:30]=3[CH2:29]2)=[CH:45][CH:46]=1, predict the reactants needed to synthesize it. The reactants are: C(OC([NH:8][C:9]([CH3:48])([CH3:47])[CH2:10][O:11][C:12]1[CH:46]=[CH:45][C:15]([CH2:16][CH2:17][CH2:18][NH:19][C:20]2[CH:25]=[C:24]([O:26][CH3:27])[CH:23]=[CH:22][C:21]=2[CH:28]2[CH2:37][CH2:36][C:35]3[CH:34]=[C:33]([O:38][C:39](=[O:44])[C:40]([CH3:43])([CH3:42])[CH3:41])[CH:32]=[CH:31][C:30]=3[CH2:29]2)=[CH:14][CH:13]=1)=O)(C)(C)C.FC(F)(F)C(O)=O.O1CCCC1.N. (6) Given the product [C:7]([C:9]1[CH:10]=[C:11]([C:12](=[O:13])[CH:23]([OH:24])[C:22]2[CH:25]=[CH:26][C:19]([S:18][CH3:17])=[CH:20][CH:21]=2)[CH:14]=[CH:15][CH:16]=1)#[N:8], predict the reactants needed to synthesize it. The reactants are: [C-]#N.[Na+].C(O)C.[C:7]([C:9]1[CH:10]=[C:11]([CH:14]=[CH:15][CH:16]=1)[CH:12]=[O:13])#[N:8].[CH3:17][S:18][C:19]1[CH:26]=[CH:25][C:22]([CH:23]=[O:24])=[CH:21][CH:20]=1. (7) The reactants are: C[O:2][C:3]([C:5]1[S:6][C:7]2[N:8]=[CH:9][N:10]=[C:11]([NH:14][C:15]3[CH:20]=[CH:19][C:18]([F:21])=[C:17]([Cl:22])[CH:16]=3)[C:12]=2[N:13]=1)=[O:4].[OH-].[Na+]. Given the product [Cl:22][C:17]1[CH:16]=[C:15]([NH:14][C:11]2[C:12]3[N:13]=[C:5]([C:3]([OH:4])=[O:2])[S:6][C:7]=3[N:8]=[CH:9][N:10]=2)[CH:20]=[CH:19][C:18]=1[F:21], predict the reactants needed to synthesize it. (8) Given the product [Cl:1][C:2]1[CH:27]=[CH:26][CH:25]=[CH:24][C:3]=1[C:4]([NH:6][C:7](=[O:23])[NH:8][C:9]1[S:10][C:11]2[CH:17]=[C:16]([S:18]([CH2:21][CH2:22][NH:29][CH3:28])(=[O:20])=[O:19])[CH:15]=[CH:14][C:12]=2[N:13]=1)=[O:5], predict the reactants needed to synthesize it. The reactants are: [Cl:1][C:2]1[CH:27]=[CH:26][CH:25]=[CH:24][C:3]=1[C:4]([NH:6][C:7](=[O:23])[NH:8][C:9]1[S:10][C:11]2[CH:17]=[C:16]([S:18]([CH:21]=[CH2:22])(=[O:20])=[O:19])[CH:15]=[CH:14][C:12]=2[N:13]=1)=[O:5].[CH3:28][NH2:29]. (9) Given the product [C:12]1([C:8]2[O:9][C:10]3[C:5]([C:6](=[O:18])[CH:7]=2)=[CH:4][CH:3]=[C:2]([O:1][CH2:20][CH2:21][O:22][CH2:33][C:32]#[CH:31])[CH:11]=3)[CH:17]=[CH:16][CH:15]=[CH:14][CH:13]=1, predict the reactants needed to synthesize it. The reactants are: [OH:1][C:2]1[CH:11]=[C:10]2[C:5]([C:6](=[O:18])[CH:7]=[C:8]([C:12]3[CH:17]=[CH:16][CH:15]=[CH:14][CH:13]=3)[O:9]2)=[CH:4][CH:3]=1.Br[CH2:20][CH2:21][OH:22].C([O-])([O-])=O.[K+].[K+].[H-].[Na+].[CH2:31](Br)[C:32]#[CH:33].